Task: Predict the reactants needed to synthesize the given product.. Dataset: Full USPTO retrosynthesis dataset with 1.9M reactions from patents (1976-2016) (1) Given the product [F:22][C@@H:15]1[C@H:16]([N:19]([CH3:21])[CH3:20])[CH2:17][CH2:18][N:13]([CH2:12][C:7]2[N:8]([CH3:11])[C:9]3[C:5]([N:6]=2)=[C:4]([N:23]2[CH2:28][CH2:27][O:26][CH2:25][CH2:24]2)[N:3]=[C:2]([N:31]2[C:32]4[CH:38]=[CH:37][CH:36]=[CH:35][C:33]=4[N:34]=[C:30]2[CH3:29])[N:10]=3)[CH2:14]1, predict the reactants needed to synthesize it. The reactants are: Cl[C:2]1[N:10]=[C:9]2[C:5]([N:6]=[C:7]([CH2:12][N:13]3[CH2:18][CH2:17][C@@H:16]([N:19]([CH3:21])[CH3:20])[C@@H:15]([F:22])[CH2:14]3)[N:8]2[CH3:11])=[C:4]([N:23]2[CH2:28][CH2:27][O:26][CH2:25][CH2:24]2)[N:3]=1.[CH3:29][C:30]1[NH:34][C:33]2[CH:35]=[CH:36][CH:37]=[CH:38][C:32]=2[N:31]=1. (2) The reactants are: [NH2:1][C:2]1[CH:11]=[C:10]([Cl:12])[CH:9]=[CH:8][C:3]=1[C:4]([O:6][CH3:7])=[O:5].[Cl:13][C:14]1[CH:22]=[CH:21][C:17]([C:18](Cl)=[O:19])=[CH:16][CH:15]=1. Given the product [Cl:12][C:10]1[CH:9]=[CH:8][C:3]([C:4]([O:6][CH3:7])=[O:5])=[C:2]([NH:1][C:18](=[O:19])[C:17]2[CH:21]=[CH:22][C:14]([Cl:13])=[CH:15][CH:16]=2)[CH:11]=1, predict the reactants needed to synthesize it. (3) Given the product [NH2:1][C:2]1[C:7]([CH:8]=[O:27])=[CH:6][N:5]=[C:4]([NH:10][C:11]2[CH:16]=[CH:15][CH:14]=[CH:13][CH:12]=2)[N:3]=1, predict the reactants needed to synthesize it. The reactants are: [NH2:1][C:2]1[C:7]([C:8]#N)=[CH:6][N:5]=[C:4]([NH:10][C:11]2[CH:16]=[CH:15][CH:14]=[CH:13][CH:12]=2)[N:3]=1.[H-].C([Al+]CC(C)C)C(C)C.[O:27]1CCCC1.